From a dataset of Reaction yield outcomes from USPTO patents with 853,638 reactions. Predict the reaction yield, written as a fraction of the theoretical maximum amount of product (1.0 means a 100% yield; for example, 0.34 means a 34% yield). (1) The reactants are Br[C:2]1[CH:7]=[CH:6][C:5]([Br:8])=[CH:4][N:3]=1.[CH2:9]([OH:16])[C:10]1[CH:15]=[CH:14][CH:13]=[CH:12][CH:11]=1.[OH-].[K+]. The catalyst is C1(C)C=CC=CC=1.C1OCCOC2C(=CC=CC=2)OCCOCCOC2C(=CC=CC=2)OC1. The product is [CH2:9]([O:16][C:2]1[CH:7]=[CH:6][C:5]([Br:8])=[CH:4][N:3]=1)[C:10]1[CH:15]=[CH:14][CH:13]=[CH:12][CH:11]=1. The yield is 0.920. (2) The yield is 0.174. The product is [C:21]([O:20][C:18]([N:15]1[CH2:16][CH2:17][CH:12]([CH:10]([N:9]2[C:3]3[N:4]=[C:5]([Cl:8])[N:6]=[CH:7][C:2]=3[C:26]([C:25]([O:30][CH2:31][CH3:32])=[O:29])=[C:27]2[CH3:28])[CH3:11])[CH2:13][CH2:14]1)=[O:19])([CH3:24])([CH3:23])[CH3:22]. The reactants are Br[C:2]1[C:3]([NH:9][CH:10]([CH:12]2[CH2:17][CH2:16][N:15]([C:18]([O:20][C:21]([CH3:24])([CH3:23])[CH3:22])=[O:19])[CH2:14][CH2:13]2)[CH3:11])=[N:4][C:5]([Cl:8])=[N:6][CH:7]=1.[C:25]([O:30][CH2:31][CH3:32])(=[O:29])[C:26]#[C:27][CH3:28].[Cl-].[Li+].C(=O)(O)O. The catalyst is CN(C)C=O.C([O-])(=O)C.C([O-])(=O)C.[Pd+2]. (3) The reactants are [CH:1]1([C@H:4]([N:8]2[CH:12]=[C:11]([C:13]3[C:14]4[CH:21]=[CH:20][N:19](COCC[Si](C)(C)C)[C:15]=4[N:16]=[CH:17][N:18]=3)[CH:10]=[N:9]2)[CH2:5][C:6]#[N:7])[CH2:3][CH2:2]1.F[B-](F)(F)F.[Li+].[NH4+].[OH-]. The catalyst is CC#N.O. The product is [CH:1]1([C@H:4]([N:8]2[CH:12]=[C:11]([C:13]3[C:14]4[CH:21]=[CH:20][NH:19][C:15]=4[N:16]=[CH:17][N:18]=3)[CH:10]=[N:9]2)[CH2:5][C:6]#[N:7])[CH2:3][CH2:2]1. The yield is 0.874. (4) The reactants are Cl.Cl.[N:3]1[C:11]2[C:6](=[N:7][CH:8]=[CH:9][CH:10]=2)[S:5][C:4]=1[NH2:12].ClC1C(C(C)C)=C(C)N=C(N)N=1.C(N(CC)C(C)C)(C)C. The catalyst is CN(C)C(=O)C.O. The product is [N:3]1[C:11]2[C:6](=[N:7][CH:8]=[CH:9][CH:10]=2)[S:5][C:4]=1[NH2:12]. The yield is 0.520. (5) The reactants are [Cl:1][C:2]1[CH:11]=[C:10]([OH:12])[C:9]([N+:13]([O-:15])=[O:14])=[CH:8][C:3]=1[C:4]([O:6][CH3:7])=[O:5].I[CH:17]([CH3:19])[CH3:18].C(=O)([O-])[O-].[K+].[K+]. The catalyst is CC(=O)CC. The product is [Cl:1][C:2]1[CH:11]=[C:10]([O:12][CH:17]([CH3:19])[CH3:18])[C:9]([N+:13]([O-:15])=[O:14])=[CH:8][C:3]=1[C:4]([O:6][CH3:7])=[O:5]. The yield is 0.790. (6) The catalyst is CO.O. The reactants are [CH3:1][O:2][C:3]1[C:12]([CH3:13])=[CH:11][CH:10]=[CH:9][C:4]=1[C:5]([O:7]C)=[O:6].[OH-].[K+]. The yield is 0.950. The product is [CH3:1][O:2][C:3]1[C:12]([CH3:13])=[CH:11][CH:10]=[CH:9][C:4]=1[C:5]([OH:7])=[O:6]. (7) The reactants are [C:1]([CH:5]1[CH2:14][CH2:13][C:12]2[N:11]=[C:10]([S:15]([CH2:18][C:19]#[N:20])(=[O:17])=[O:16])[C:9]([C:21]#[N:22])=[CH:8][C:7]=2[CH2:6]1)([CH3:4])([CH3:3])[CH3:2].[H-].[Na+]. The catalyst is C1COCC1. The product is [NH2:22][C:21]1[C:9]2[C:10](=[N:11][C:12]3[CH2:13][CH2:14][CH:5]([C:1]([CH3:4])([CH3:2])[CH3:3])[CH2:6][C:7]=3[CH:8]=2)[S:15](=[O:17])(=[O:16])[C:18]=1[C:19]#[N:20]. The yield is 0.670.